Dataset: Forward reaction prediction with 1.9M reactions from USPTO patents (1976-2016). Task: Predict the product of the given reaction. The product is: [F:1][C:2]1[C:3]2[O:28][N:27]=[C:26]([N:29]3[CH:33]=[C:32]([C:34]([NH:38][CH3:37])=[O:35])[CH:31]=[N:30]3)[C:4]=2[CH:5]=[C:6]2[C:19]=1[N:18]1[CH2:20][C@@H:21]([CH3:25])[O:22][C@@H:23]([CH3:24])[C@@H:17]1[C:8]1([C:9](=[O:16])[NH:10][C:11](=[O:15])[NH:12][C:13]1=[O:14])[CH2:7]2. Given the reactants [F:1][C:2]1[C:3]2[O:28][N:27]=[C:26]([N:29]3[CH:33]=[C:32]([C:34](O)=[O:35])[CH:31]=[N:30]3)[C:4]=2[CH:5]=[C:6]2[C:19]=1[N:18]1[CH2:20][C@@H:21]([CH3:25])[O:22][C@@H:23]([CH3:24])[C@@H:17]1[C:8]1([C:13](=[O:14])[NH:12][C:11](=[O:15])[NH:10][C:9]1=[O:16])[CH2:7]2.[CH3:37][NH2:38], predict the reaction product.